This data is from Tyrosyl-DNA phosphodiesterase HTS with 341,365 compounds. The task is: Binary Classification. Given a drug SMILES string, predict its activity (active/inactive) in a high-throughput screening assay against a specified biological target. (1) The molecule is Clc1c(NC(=O)C)cc(OCC)c(OCC)c1. The result is 0 (inactive). (2) The compound is S(=O)(=O)(Nc1ncccn1)c1ccc(NC(=O)CCc2c3c([nH]c2)cccc3)cc1. The result is 0 (inactive). (3) The compound is Clc1cc(NC(=O)/C=C\C(O)=O)c(OC)cc1. The result is 0 (inactive). (4) The molecule is O(CC(=O)NC(CCc1ccccc1)C)C(=O)CNC(=O)c1cc(OC)cc(OC)c1. The result is 0 (inactive). (5) The compound is O(CC=1NC(=O)NC(C1C(OCC)=O)C)C(=O)COc1c(cccc1)C=O. The result is 0 (inactive). (6) The molecule is Clc1cc(C(=O)NC(Nc2sc(nn2)C)(C(F)(F)F)C(OCC)=O)ccc1. The result is 0 (inactive). (7) The drug is O(c1c(/C=C2\NC(=O)NC2=O)cccc1OC)CC(=O)Nc1ccccc1. The result is 0 (inactive). (8) The compound is Fc1ccc(N2CCN(C3CCCN(C3)C(=O)COc3ccc(cc3)C)CC2)cc1. The result is 0 (inactive). (9) The molecule is Clc1c(S(=O)(=O)NCCC(OCC(=O)c2c(F)cccc2)=O)c(Cl)ccc1. The result is 0 (inactive).